This data is from Forward reaction prediction with 1.9M reactions from USPTO patents (1976-2016). The task is: Predict the product of the given reaction. (1) Given the reactants [CH3:1][O:2][CH2:3][C:4]1[N:5]=[C:6]([NH:9][C:10](=[O:16])[O:11][C:12]([CH3:15])([CH3:14])[CH3:13])[S:7][CH:8]=1.[Li]CCCC.[CH2:22]([Sn:26](Cl)([CH2:31][CH2:32][CH2:33][CH3:34])[CH2:27][CH2:28][CH2:29][CH3:30])[CH2:23][CH2:24][CH3:25], predict the reaction product. The product is: [CH3:1][O:2][CH2:3][C:4]1[N:5]=[C:6]([NH:9][C:10](=[O:16])[O:11][C:12]([CH3:13])([CH3:15])[CH3:14])[S:7][C:8]=1[Sn:26]([CH2:27][CH2:28][CH2:29][CH3:30])([CH2:31][CH2:32][CH2:33][CH3:34])[CH2:22][CH2:23][CH2:24][CH3:25]. (2) Given the reactants C(=O)([O-])[O-].[Cs+].[Cs+].[CH2:7]([O:9][C:10]([C:12]1[S:30][C:15]2[N:16]=[C:17]([NH2:29])[N:18]=[C:19]([C:20]3[CH:25]=[C:24]([OH:26])[C:23]([Cl:27])=[CH:22][C:21]=3[Cl:28])[C:14]=2[CH:13]=1)=[O:11])[CH3:8].ClCCl.Br.Br[CH2:36][CH2:37][N:38]([CH2:41][CH3:42])[CH2:39][CH3:40], predict the reaction product. The product is: [CH2:7]([O:9][C:10]([C:12]1[S:30][C:15]2[N:16]=[C:17]([NH2:29])[N:18]=[C:19]([C:20]3[CH:25]=[C:24]([O:26][CH2:36][CH2:37][N:38]([CH2:41][CH3:42])[CH2:39][CH3:40])[C:23]([Cl:27])=[CH:22][C:21]=3[Cl:28])[C:14]=2[CH:13]=1)=[O:11])[CH3:8]. (3) Given the reactants [OH:1][CH2:2][CH2:3][CH2:4][CH2:5][CH2:6][CH2:7][CH2:8][CH2:9][CH2:10][CH2:11][O:12][C:13]1[CH:18]=[CH:17][N:16]=[C:15]([CH2:19]O)[C:14]=1[CH3:21].S(Cl)([Cl:24])=O.C(=O)([O-])[O-].[Na+].[Na+], predict the reaction product. The product is: [OH:1][CH2:2][CH2:3][CH2:4][CH2:5][CH2:6][CH2:7][CH2:8][CH2:9][CH2:10][CH2:11][O:12][C:13]1[CH:18]=[CH:17][N:16]=[C:15]([CH2:19][Cl:24])[C:14]=1[CH3:21]. (4) Given the reactants Cl.[C:2]([O:6][C:7](=[O:15])[NH:8][CH:9]1[CH2:14][CH2:13][NH:12][CH2:11][CH2:10]1)([CH3:5])([CH3:4])[CH3:3].[CH3:16][C:17]1([CH3:26])[CH:22]2[CH2:23][CH:18]1[CH2:19][CH:20]=[C:21]2[CH:24]=O, predict the reaction product. The product is: [C:2]([O:6][C:7](=[O:15])[NH:8][CH:9]1[CH2:14][CH2:13][N:12]([CH2:24][C:21]2[CH:22]3[CH2:23][CH:18]([CH2:19][CH:20]=2)[C:17]3([CH3:26])[CH3:16])[CH2:11][CH2:10]1)([CH3:5])([CH3:3])[CH3:4].